Dataset: TCR-epitope binding with 47,182 pairs between 192 epitopes and 23,139 TCRs. Task: Binary Classification. Given a T-cell receptor sequence (or CDR3 region) and an epitope sequence, predict whether binding occurs between them. (1) The epitope is PKYVKQNTLKLAT. The TCR CDR3 sequence is CASSPGPEGGYTF. Result: 1 (the TCR binds to the epitope). (2) The epitope is GLCTLVAML. The TCR CDR3 sequence is CASSLGHSSYNSPLHF. Result: 0 (the TCR does not bind to the epitope). (3) The TCR CDR3 sequence is CASSGGLNEQFF. The epitope is QECVRGTTVL. Result: 0 (the TCR does not bind to the epitope). (4) The epitope is RPRGEVRFL. The TCR CDR3 sequence is CASFQRESTDTQYF. Result: 0 (the TCR does not bind to the epitope). (5) The epitope is NLSALGIFST. The TCR CDR3 sequence is CASGPGQGEYNEQFF. Result: 0 (the TCR does not bind to the epitope). (6) The TCR CDR3 sequence is CASSWGQGSYEQYF. Result: 0 (the TCR does not bind to the epitope). The epitope is GTSGSPIIDK. (7) The epitope is LLQTGIHVRVSQPSL. The TCR CDR3 sequence is CASSEGQGETQYF. Result: 1 (the TCR binds to the epitope). (8) The epitope is SEPVLKGVKL. The TCR CDR3 sequence is CASSLLAGTSYEQYF. Result: 0 (the TCR does not bind to the epitope). (9) The epitope is LVLSVNPYV. The TCR CDR3 sequence is CASSYGGISSYEQYF. Result: 0 (the TCR does not bind to the epitope).